Predict which catalyst facilitates the given reaction. From a dataset of Catalyst prediction with 721,799 reactions and 888 catalyst types from USPTO. Reactant: Br[C:2]1[CH:11]=[C:10]2[C:5]([CH:6]=[CH:7][C:8]([O:12][CH:13]([O:23][CH3:24])[C:14]([NH:16][C:17]([CH3:22])([CH3:21])[CH2:18][O:19][CH3:20])=[O:15])=[CH:9]2)=[CH:4][CH:3]=1.[CH2:25]([Sn](CCCC)(CCCC)C#CC)[CH2:26][CH2:27]C. Product: [CH3:24][O:23][CH:13]([O:12][C:8]1[CH:7]=[CH:6][C:5]2[C:10](=[CH:11][C:2]([C:25]#[C:26][CH3:27])=[CH:3][CH:4]=2)[CH:9]=1)[C:14]([NH:16][C:17]([CH3:22])([CH3:21])[CH2:18][O:19][CH3:20])=[O:15]. The catalyst class is: 11.